Dataset: Forward reaction prediction with 1.9M reactions from USPTO patents (1976-2016). Task: Predict the product of the given reaction. The product is: [Cl:3][C:4]1[N:9]=[C:8]([O:10][CH3:11])[C:7]([NH:12][CH:15]=[O:17])=[CH:6][CH:5]=1. Given the reactants [Cl-].[NH4+].[Cl:3][C:4]1[N:9]=[C:8]([O:10][CH3:11])[C:7]([N+:12]([O-])=O)=[CH:6][CH:5]=1.[CH2:15]([OH:17])C, predict the reaction product.